From a dataset of Reaction yield outcomes from USPTO patents with 853,638 reactions. Predict the reaction yield, written as a fraction of the theoretical maximum amount of product (1.0 means a 100% yield; for example, 0.34 means a 34% yield). The reactants are [F:1][C:2]1[C:7]2[N:8]=[N:9][S:10][C:6]=2[CH:5]=[C:4]([C:11](O)=[O:12])[C:3]=1[NH:14][C:15]1[CH:20]=[CH:19][C:18]([I:21])=[CH:17][C:16]=1[F:22].C1C=CC2N(O)N=NC=2C=1.CCN=C=NCCCN(C)C.[CH:44]([O:46][CH2:47][CH2:48][O:49][NH2:50])=[CH2:45].[NH4+].[Cl-]. The catalyst is C(Cl)Cl. The product is [F:1][C:2]1[C:7]2[N:8]=[N:9][S:10][C:6]=2[CH:5]=[C:4]([C:11]([NH:50][O:49][CH2:48][CH2:47][O:46][CH:44]=[CH2:45])=[O:12])[C:3]=1[NH:14][C:15]1[CH:20]=[CH:19][C:18]([I:21])=[CH:17][C:16]=1[F:22]. The yield is 0.797.